This data is from Forward reaction prediction with 1.9M reactions from USPTO patents (1976-2016). The task is: Predict the product of the given reaction. (1) Given the reactants [NH:1]1[C:5]2[C:6]3[CH:7]=[CH:8][CH:9]=[CH:10][C:11]=3[O:12][CH2:13][C:4]=2[C:3]([C:14]([OH:16])=O)=[N:2]1.C(Cl)(=O)C(Cl)=O.N1C=CC=CC=1.[CH3:29][C:30]1[N:35]=[C:34]([NH2:36])[CH:33]=[CH:32][CH:31]=1, predict the reaction product. The product is: [CH3:29][C:30]1[N:35]=[C:34]([NH:36][C:14]([C:3]2[C:4]3[CH2:13][O:12][C:11]4[CH:10]=[CH:9][CH:8]=[CH:7][C:6]=4[C:5]=3[NH:1][N:2]=2)=[O:16])[CH:33]=[CH:32][CH:31]=1. (2) Given the reactants [NH2:1][C:2]1[C:7]2[CH:8]=[CH:9][N:10](C(OCC3C=CC=CC=3)=O)[C:6]=2[CH:5]=[CH:4][N:3]=1.[C:21](Cl)(=[O:24])[CH2:22][CH3:23], predict the reaction product. The product is: [NH:10]1[C:6]2[CH:5]=[CH:4][N:3]=[C:2]([NH:1][C:21](=[O:24])[CH2:22][CH3:23])[C:7]=2[CH:8]=[CH:9]1. (3) Given the reactants N(C(=O)[CH:4]([NH:16]C(=O)C1C=CC=CC=1)[C:5]1[C:14]2[C:9](=[CH:10][CH:11]=[CH:12][CH:13]=2)[C:8](=[O:15])[NH:7][N:6]=1)N.Cl.[OH-].[Na+], predict the reaction product. The product is: [NH2:16][CH2:4][C:5]1[C:14]2[C:9](=[CH:10][CH:11]=[CH:12][CH:13]=2)[C:8](=[O:15])[NH:7][N:6]=1. (4) Given the reactants [NH2:1][C:2]1[CH:3]=[C:4]([OH:12])[C:5](=[CH:10][CH:11]=1)[C:6]([O:8][CH3:9])=[O:7].[Cl:13][C:14]1[CH:19]=[CH:18][CH:17]=[C:16]([CH3:20])[C:15]=1[S:21](Cl)(=[O:23])=[O:22], predict the reaction product. The product is: [Cl:13][C:14]1[CH:19]=[CH:18][CH:17]=[C:16]([CH3:20])[C:15]=1[S:21]([NH:1][C:2]1[CH:11]=[CH:10][C:5]([C:6]([O:8][CH3:9])=[O:7])=[C:4]([OH:12])[CH:3]=1)(=[O:22])=[O:23]. (5) Given the reactants [Cl:1]/[C:2](/[C:12]([F:15])([F:14])[F:13])=[CH:3]\[C@@H:4]1[C@H:6]([C:7](O)=[O:8])[C:5]1([CH3:11])[CH3:10].C(N(CC)CC)C.S(Cl)([Cl:25])=O.S(=O)=O.Cl, predict the reaction product. The product is: [Cl:1]/[C:2](/[C:12]([F:15])([F:14])[F:13])=[CH:3]\[C@@H:4]1[C@H:6]([C:7]([Cl:25])=[O:8])[C:5]1([CH3:11])[CH3:10].